From a dataset of NCI-60 drug combinations with 297,098 pairs across 59 cell lines. Regression. Given two drug SMILES strings and cell line genomic features, predict the synergy score measuring deviation from expected non-interaction effect. (1) Drug 1: CC1=C(C(CCC1)(C)C)C=CC(=CC=CC(=CC(=O)O)C)C. Drug 2: CCCCCOC(=O)NC1=NC(=O)N(C=C1F)C2C(C(C(O2)C)O)O. Cell line: K-562. Synergy scores: CSS=7.83, Synergy_ZIP=-5.55, Synergy_Bliss=-5.17, Synergy_Loewe=-6.18, Synergy_HSA=-0.992. (2) Drug 1: C1CCC(CC1)NC(=O)N(CCCl)N=O. Drug 2: CC1CCC2CC(C(=CC=CC=CC(CC(C(=O)C(C(C(=CC(C(=O)CC(OC(=O)C3CCCCN3C(=O)C(=O)C1(O2)O)C(C)CC4CCC(C(C4)OC)OCCO)C)C)O)OC)C)C)C)OC. Cell line: A549. Synergy scores: CSS=28.6, Synergy_ZIP=-3.25, Synergy_Bliss=-2.97, Synergy_Loewe=-3.84, Synergy_HSA=0.838. (3) Drug 1: C1C(C(OC1N2C=NC3=C(N=C(N=C32)Cl)N)CO)O. Cell line: OVCAR-5. Drug 2: CC1=C(C(=O)C2=C(C1=O)N3CC4C(C3(C2COC(=O)N)OC)N4)N. Synergy scores: CSS=48.2, Synergy_ZIP=-8.79, Synergy_Bliss=-1.32, Synergy_Loewe=-1.34, Synergy_HSA=4.18. (4) Drug 1: C1=CC(=CC=C1CC(C(=O)O)N)N(CCCl)CCCl.Cl. Drug 2: CCN(CC)CCNC(=O)C1=C(NC(=C1C)C=C2C3=C(C=CC(=C3)F)NC2=O)C. Cell line: SK-OV-3. Synergy scores: CSS=9.64, Synergy_ZIP=-3.31, Synergy_Bliss=-0.251, Synergy_Loewe=-1.36, Synergy_HSA=-1.28. (5) Drug 1: CC1=C2C(C(=O)C3(C(CC4C(C3C(C(C2(C)C)(CC1OC(=O)C(C(C5=CC=CC=C5)NC(=O)OC(C)(C)C)O)O)OC(=O)C6=CC=CC=C6)(CO4)OC(=O)C)OC)C)OC. Drug 2: C1CC(C1)(C(=O)O)C(=O)O.[NH2-].[NH2-].[Pt+2]. Cell line: RXF 393. Synergy scores: CSS=66.0, Synergy_ZIP=10.3, Synergy_Bliss=10.8, Synergy_Loewe=15.8, Synergy_HSA=16.8. (6) Drug 2: CC1C(C(CC(O1)OC2CC(OC(C2O)C)OC3=CC4=CC5=C(C(=O)C(C(C5)C(C(=O)C(C(C)O)O)OC)OC6CC(C(C(O6)C)O)OC7CC(C(C(O7)C)O)OC8CC(C(C(O8)C)O)(C)O)C(=C4C(=C3C)O)O)O)O. Cell line: OVCAR3. Drug 1: C1CN1P(=S)(N2CC2)N3CC3. Synergy scores: CSS=28.5, Synergy_ZIP=2.06, Synergy_Bliss=-3.00, Synergy_Loewe=-42.0, Synergy_HSA=-4.62. (7) Drug 1: C1CN1P(=S)(N2CC2)N3CC3. Drug 2: CC12CCC3C(C1CCC2OP(=O)(O)O)CCC4=C3C=CC(=C4)OC(=O)N(CCCl)CCCl.[Na+]. Cell line: SK-MEL-28. Synergy scores: CSS=11.6, Synergy_ZIP=-1.68, Synergy_Bliss=5.97, Synergy_Loewe=0.738, Synergy_HSA=1.42.